From a dataset of Full USPTO retrosynthesis dataset with 1.9M reactions from patents (1976-2016). Predict the reactants needed to synthesize the given product. (1) Given the product [Cl:1][C:2]1[CH:3]=[CH:4][C:5]2[N:11]3[CH:12]=[CH:13][CH:14]=[C:10]3[C@@H:9]([CH2:15][CH2:16][N:17]3[CH:21]=[CH:20][C:22]([CH2:23][C:42]#[N:43])=[N:18]3)[O:8][C@H:7]([C:25]3[CH:30]=[CH:29][CH:28]=[C:27]([O:31][CH3:32])[C:26]=3[O:33][CH3:34])[C:6]=2[CH:35]=1, predict the reactants needed to synthesize it. The reactants are: [Cl:1][C:2]1[CH:3]=[CH:4][C:5]2[N:11]3[CH:12]=[CH:13][CH:14]=[C:10]3[C@@H:9]([CH2:15][CH2:16][N:17]3[CH:21]=[C:20]([CH2:22][C:23]#N)N=[N:18]3)[O:8][C@H:7]([C:25]3[CH:30]=[CH:29][CH:28]=[C:27]([O:31][CH3:32])[C:26]=3[O:33][CH3:34])[C:6]=2[CH:35]=1.CS(OC[C:42]1C=CN(CC[C@H]2O[C@H](C3C=CC=C(OC)C=3OC)C3C=C(Cl)C=CC=3N3C=CC=C23)[N:43]=1)(=O)=O.[C-]#N.[Na+]. (2) Given the product [N:1]1[CH:6]=[CH:5][CH:4]=[C:3]([N:7]2[C:8]3[C:9](=[CH:12][CH:13]=[CH:14][N:15]=3)[CH:10]=[C:25]([CH2:24][CH2:23][CH2:22][C:19]3[CH:18]=[CH:17][N:16]=[CH:21][CH:20]=3)[C:26]2=[O:27])[CH:2]=1, predict the reactants needed to synthesize it. The reactants are: [N:1]1[CH:6]=[CH:5][CH:4]=[C:3]([NH:7][C:8]2[N:15]=[CH:14][CH:13]=[CH:12][C:9]=2[CH:10]=O)[CH:2]=1.[N:16]1[CH:21]=[CH:20][C:19]([CH2:22][CH2:23][CH2:24][CH2:25][C:26](OCC)=[O:27])=[CH:18][CH:17]=1.[Li+].CC([N-]C(C)C)C. (3) Given the product [NH2:40][C:39]1[C:30]([C:28]([NH:27][C:22]2[CH:23]=[N:24][CH:25]=[CH:26][C:21]=2[N:11]2[CH2:12][C@H:13]([CH3:20])[C@H:14]([N:15]3[CH:19]=[CH:18][N:17]=[N:16]3)[C@H:9]([NH2:8])[CH2:10]2)=[O:29])=[N:31][C:32]2[C:37]([CH:38]=1)=[CH:36][CH:35]=[C:34]([N:51]1[CH2:52][CH2:53][O:54][CH2:55][CH2:56]1)[CH:33]=2, predict the reactants needed to synthesize it. The reactants are: C(OC([NH:8][C@H:9]1[C@@H:14]([N:15]2[CH:19]=[CH:18][N:17]=[N:16]2)[C@@H:13]([CH3:20])[CH2:12][N:11]([C:21]2[CH:26]=[CH:25][N:24]=[CH:23][C:22]=2[NH:27][C:28]([C:30]2[C:39]([NH:40]C(=O)OCC3C=CC=CC=3)=[CH:38][C:37]3[C:32](=[CH:33][C:34]([N:51]4[CH2:56][CH2:55][O:54][CH2:53][CH2:52]4)=[CH:35][CH:36]=3)[N:31]=2)=[O:29])[CH2:10]1)=O)(C)(C)C.C1COCC1.Cl.O1CCOCC1. (4) The reactants are: [C:1]1([CH:7]([NH:9][CH2:10][CH2:11][CH2:12][OH:13])[CH3:8])[CH:6]=C[CH:4]=[CH:3][CH:2]=1.[P:14](Cl)(Cl)([Cl:16])=[O:15]. Given the product [Cl:16][P:14]1(=[O:15])[N:9]([CH:7]([CH3:8])[C:1]([CH3:6])=[CH:2][CH:3]=[CH2:4])[CH2:10][CH2:11][CH2:12][O:13]1, predict the reactants needed to synthesize it. (5) Given the product [NH2:14][C:12]([C:7]1[CH:8]=[N:9][C:10]2[C:5]([C:6]=1[NH:16][C:17]1[CH:18]=[C:19]([CH:25]=[CH:26][CH:27]=1)[C:20]([O:22][CH2:23][CH3:24])=[O:21])=[CH:4][CH:3]=[C:2]([Br:1])[CH:11]=2)=[O:13], predict the reactants needed to synthesize it. The reactants are: [Br:1][C:2]1[CH:11]=[C:10]2[C:5]([C:6](Cl)=[C:7]([C:12]([NH2:14])=[O:13])[CH:8]=[N:9]2)=[CH:4][CH:3]=1.[NH2:16][C:17]1[CH:18]=[C:19]([CH:25]=[CH:26][CH:27]=1)[C:20]([O:22][CH2:23][CH3:24])=[O:21]. (6) The reactants are: [CH2:1]1[O:13][C:12]2[CH:11]=[C:10]3[C:5]([C:6]([N:14]([CH2:28][CH2:29][N:30]4[CH2:34][CH2:33][CH2:32][CH2:31]4)[C:15](=[O:27])[C:16]4[CH:21]=[C:20]([O:22][CH3:23])[C:19]([O:24][CH3:25])=[CH:18][C:17]=4I)=[CH:7][N:8]=[N:9]3)=[CH:4][C:3]=2[O:2]1.[K+].[Br-]. Given the product [CH3:23][O:22][C:20]1[C:19]([O:24][CH3:25])=[CH:18][C:17]2[C:7]3[C:6](=[C:5]4[C:10](=[N:9][N:8]=3)[CH:11]=[C:12]3[O:13][CH2:1][O:2][C:3]3=[CH:4]4)[N:14]([CH2:28][CH2:29][N:30]3[CH2:34][CH2:33][CH2:32][CH2:31]3)[C:15](=[O:27])[C:16]=2[CH:21]=1, predict the reactants needed to synthesize it. (7) The reactants are: [N+:1]([C:4]1[CH:5]=[CH:6][C:7](OC2C=C3C(=CC=2)OC(C2C=CC=CC=2)CC3)=[N:8][CH:9]=1)([O-:3])=[O:2].[OH:27][C:28]1[CH:29]=[C:30]([CH:34]2[CH2:43][CH:42]([OH:44])[C:41]3[C:36](=[CH:37][CH:38]=[C:39]([OH:45])[CH:40]=3)[O:35]2)[CH:31]=[CH:32][CH:33]=1.Cl[C:47]1[CH:52]=[CH:51][C:50]([N+:53]([O-:55])=[O:54])=[CH:49][N:48]=1. Given the product [N+:53]([C:50]1[CH:51]=[CH:52][C:47]([O:45][C:39]2[CH:40]=[C:41]3[C:36](=[CH:37][CH:38]=2)[O:35][CH:34]([C:30]2[CH:31]=[CH:32][CH:33]=[C:28]([O:27][C:7]4[CH:6]=[CH:5][C:4]([N+:1]([O-:3])=[O:2])=[CH:9][N:8]=4)[CH:29]=2)[CH2:43][CH:42]3[OH:44])=[N:48][CH:49]=1)([O-:55])=[O:54], predict the reactants needed to synthesize it. (8) Given the product [F:18][C:19]1[CH:24]=[CH:23][C:22]([C:25]2[N:26]=[CH:27][N:28]3[C:37]=2[CH:36]=[C:35]2[C@@:30]([CH3:40])([C@@H:31]([CH:38]([OH:39])[C:2]4[CH:3]=[C:4]([CH:10]=[CH:11][CH:12]=4)[C:5]([O:7][CH2:8][CH3:9])=[O:6])[CH2:32][CH2:33][CH2:34]2)[CH2:29]3)=[CH:21][CH:20]=1, predict the reactants needed to synthesize it. The reactants are: I[C:2]1[CH:3]=[C:4]([CH:10]=[CH:11][CH:12]=1)[C:5]([O:7][CH2:8][CH3:9])=[O:6].C([Mg]Cl)(C)C.[F:18][C:19]1[CH:24]=[CH:23][C:22]([C:25]2[N:26]=[CH:27][N:28]3[C:37]=2[CH:36]=[C:35]2[C@@:30]([CH3:40])([C@@H:31]([CH:38]=[O:39])[CH2:32][CH2:33][CH2:34]2)[CH2:29]3)=[CH:21][CH:20]=1. (9) Given the product [C:1]([NH:4][C:5]1[C:10]([C:11]2[C:16]([CH3:17])=[CH:15][C:14]([O:18][CH2:19][C:20]3([OH:28])[CH2:25][CH2:24][S:23](=[O:26])(=[O:27])[CH2:22][CH2:21]3)=[CH:13][C:12]=2[CH3:29])=[CH:9][C:8]([CH2:30][NH:31][C:32]2[CH:37]=[CH:36][C:35]([CH2:38][CH2:39][C:40]([O:42][CH2:43][CH3:44])=[O:41])=[C:34]([F:45])[CH:33]=2)=[CH:7][CH:6]=1)(=[O:3])[CH3:2], predict the reactants needed to synthesize it. The reactants are: [C:1]([NH:4][C:5]1[C:10]([C:11]2[C:16]([CH3:17])=[CH:15][C:14]([O:18][CH2:19][C:20]3([OH:28])[CH2:25][CH2:24][S:23](=[O:27])(=[O:26])[CH2:22][CH2:21]3)=[CH:13][C:12]=2[CH3:29])=[CH:9][C:8]([CH2:30][N:31](S(C2C=CC=CC=2[N+]([O-])=O)(=O)=O)[C:32]2[CH:37]=[CH:36][C:35]([CH2:38][CH2:39][C:40]([O:42][CH2:43][CH3:44])=[O:41])=[C:34]([F:45])[CH:33]=2)=[CH:7][CH:6]=1)(=[O:3])[CH3:2].SCC(O)=O.O.[OH-].[Li+].